Predict the product of the given reaction. From a dataset of Forward reaction prediction with 1.9M reactions from USPTO patents (1976-2016). (1) Given the reactants Br[C:2]1[N:7]=[C:6]([CH:8]=[O:9])[CH:5]=[CH:4][CH:3]=1.[F:10][C:11]1[CH:16]=[CH:15][C:14](B(O)O)=[CH:13][C:12]=1[C:20]([F:23])([F:22])[F:21].C(=O)([O-])[O-].[Cs+].[Cs+], predict the reaction product. The product is: [F:10][C:11]1[CH:16]=[CH:15][C:14]([C:2]2[N:7]=[C:6]([CH:8]=[O:9])[CH:5]=[CH:4][CH:3]=2)=[CH:13][C:12]=1[C:20]([F:21])([F:22])[F:23]. (2) The product is: [N:1]1[CH:2]=[CH:3][C:4]([C:7]2[S:11][C:10]([CH2:12][NH:13][C:14]([C:39]3[S:38][CH:42]=[CH:41][CH:40]=3)=[O:20])=[N:9][CH:8]=2)=[CH:5][CH:6]=1. Given the reactants [N:1]1[CH:6]=[CH:5][C:4]([C:7]2[S:11][C:10]([CH2:12][NH:13][C:14](=[O:20])OC(C)(C)C)=[N:9][CH:8]=2)=[CH:3][CH:2]=1.C(O)(C(F)(F)F)=O.C(Cl)Cl.C(O)(C(F)(F)F)=O.[S:38]1[CH:42]=[CH:41][CH:40]=[C:39]1C(O)=O.CCN(CC)CC.CN(C(ON1N=NC2C=CC=NC1=2)=[N+](C)C)C.F[P-](F)(F)(F)(F)F, predict the reaction product. (3) Given the reactants [CH2:1]([O:8][C:9]1[CH:10]=[C:11]2[C:16](=[CH:17][C:18]=1[O:19][CH3:20])[C:15](/[CH:21]=[CH:22]/[C:23]1[CH:28]=[C:27]([O:29][CH2:30][C:31]3[CH:36]=[CH:35][CH:34]=[CH:33][CH:32]=3)[C:26]([O:37][CH3:38])=[CH:25][C:24]=1[C:39]([CH3:42])([CH3:41])[CH3:40])=[N:14][CH2:13][CH2:12]2)[C:2]1[CH:7]=[CH:6][CH:5]=[CH:4][CH:3]=1.[BH4-].[Na+], predict the reaction product. The product is: [CH2:1]([O:8][C:9]1[CH:10]=[C:11]2[C:16](=[CH:17][C:18]=1[O:19][CH3:20])[CH:15](/[CH:21]=[CH:22]/[C:23]1[CH:28]=[C:27]([O:29][CH2:30][C:31]3[CH:32]=[CH:33][CH:34]=[CH:35][CH:36]=3)[C:26]([O:37][CH3:38])=[CH:25][C:24]=1[C:39]([CH3:42])([CH3:41])[CH3:40])[NH:14][CH2:13][CH2:12]2)[C:2]1[CH:7]=[CH:6][CH:5]=[CH:4][CH:3]=1. (4) Given the reactants [C:1]1(C2C=CC=CC=2)[CH:6]=[CH:5][C:4]([CH2:7][N:8]([CH2:16][CH2:17][CH2:18][N:19]([CH2:29][C:30]2[CH:35]=[CH:34][C:33](C3C=CC=CC=3)=[CH:32][CH:31]=2)[C:20]([O:22][CH2:23][C:24]2[S:28][CH:27]=[N:26][CH:25]=2)=[O:21])C(=O)OC(C)(C)C)=[CH:3][CH:2]=1.[N:48]1[CH:53]=[CH:52][C:51]([CH:54]=O)=[CH:50][CH:49]=1.C(O[BH-](OC(=O)C)OC(=O)C)(=O)C.[Na+].C(O)(=O)C.C([O-])(O)=O.[Na+], predict the reaction product. The product is: [CH2:29]([N:19]([CH2:18][CH2:17][CH2:16][N:8]([CH2:7][C:4]1[CH:3]=[CH:2][CH:1]=[CH:6][CH:5]=1)[CH2:54][C:51]1[CH:50]=[CH:49][N:48]=[CH:53][CH:52]=1)[C:20](=[O:21])[O:22][CH2:23][C:24]1[S:28][CH:27]=[N:26][CH:25]=1)[C:30]1[CH:35]=[CH:34][CH:33]=[CH:32][CH:31]=1. (5) Given the reactants [C:1]([O:5][C:6]([NH:8][CH:9]([C:16]1[CH:21]=[CH:20][CH:19]=[CH:18][CH:17]=1)[CH2:10][CH2:11][C:12](OC)=[O:13])=[O:7])([CH3:4])([CH3:3])[CH3:2].CC(C[Al]CC(C)C)C, predict the reaction product. The product is: [C:1]([O:5][C:6]([NH:8][CH:9]([C:16]1[CH:17]=[CH:18][CH:19]=[CH:20][CH:21]=1)[CH2:10][CH2:11][CH2:12][OH:13])=[O:7])([CH3:4])([CH3:2])[CH3:3].